This data is from Choline transporter screen with 302,306 compounds. The task is: Binary Classification. Given a drug SMILES string, predict its activity (active/inactive) in a high-throughput screening assay against a specified biological target. (1) The compound is O=C(NC(c1n(c2c(n1)cccc2)C)C)C(C)(C)C. The result is 0 (inactive). (2) The result is 0 (inactive). The molecule is O=c1n(CCCC)c(N)c(N(CC)C(=O)c2c(cccc2)C)c(=O)[nH]1. (3) The molecule is O(CC(=O)NCCCNC(=O)c1ccc(nc1)C)c1ccc(cc1)C. The result is 0 (inactive). (4) The compound is o1c2CCCC(=O)c2c(c1C(OCC)=O)C. The result is 0 (inactive). (5) The compound is s1c2c(CCC2)c2c1nc(SCC(O)=O)n(c2=O)C. The result is 0 (inactive). (6) The drug is S(CC(=O)N1CCCC1)c1n(c(=O)c2c(n1)cccc2)c1ccccc1. The result is 0 (inactive). (7) The drug is S(=O)(=O)(NNC(=O)CCN1C(=O)C(/SC1=S)=C/c1ccc(cc1)C)c1ccccc1. The result is 0 (inactive). (8) The result is 0 (inactive). The compound is O=C(c1c2c(n(c1)Cc1c(cccc1)C#N)cccc2)C(C)C. (9) The compound is s1c(ncc1)C1N(CCC1)C(=O)CCc1oc(nn1)CCc1cc(OC)ccc1. The result is 0 (inactive). (10) The drug is O(C(=O)C(C1=NC(Cc2c1cccc2)(C)C)CC)CC. The result is 0 (inactive).